From a dataset of Forward reaction prediction with 1.9M reactions from USPTO patents (1976-2016). Predict the product of the given reaction. (1) Given the reactants S(Cl)([Cl:3])=O.O[CH2:6][C:7]1[N:12]=[C:11]([C:13]([O:15][CH3:16])=[O:14])[CH:10]=[CH:9][CH:8]=1, predict the reaction product. The product is: [Cl:3][CH2:6][C:7]1[N:12]=[C:11]([C:13]([O:15][CH3:16])=[O:14])[CH:10]=[CH:9][CH:8]=1. (2) Given the reactants [Br:1][C:2]1[CH:3]=[C:4]([Cl:9])[C:5](Cl)=[N:6][CH:7]=1.[OH-].[Na+].O.[CH2:13]([SH:16])[CH2:14][CH3:15], predict the reaction product. The product is: [Br:1][C:2]1[CH:3]=[C:4]([Cl:9])[C:5]([S:16][CH2:13][CH2:14][CH3:15])=[N:6][CH:7]=1. (3) Given the reactants [NH2:1][C:2]1[CH:3]=[C:4]2[C:8](=[CH:9][CH:10]=1)[CH2:7][N:6]([C:11]([C:13]1[CH:18]=[C:17]([CH:19]([CH3:21])[CH3:20])[C:16]([O:22][CH2:23][C:24]3[CH:29]=[CH:28][CH:27]=[CH:26][CH:25]=3)=[CH:15][C:14]=1[O:30][CH2:31][C:32]1[CH:37]=[CH:36][CH:35]=[CH:34][CH:33]=1)=[O:12])[CH2:5]2.Cl[CH2:39][CH2:40][O:41][CH2:42][CH2:43]Cl.CCN(C(C)C)C(C)C, predict the reaction product. The product is: [CH2:31]([O:30][C:14]1[CH:15]=[C:16]([O:22][CH2:23][C:24]2[CH:25]=[CH:26][CH:27]=[CH:28][CH:29]=2)[C:17]([CH:19]([CH3:21])[CH3:20])=[CH:18][C:13]=1[C:11]([N:6]1[CH2:5][C:4]2[C:8](=[CH:9][CH:10]=[C:2]([N:1]3[CH2:43][CH2:42][O:41][CH2:40][CH2:39]3)[CH:3]=2)[CH2:7]1)=[O:12])[C:32]1[CH:37]=[CH:36][CH:35]=[CH:34][CH:33]=1. (4) Given the reactants Cl.[C:2]([NH2:6])(=[NH:5])[CH2:3][CH3:4].C([O:9][C:10](=O)[C:11]#[CH:12])C.[OH-].[K+], predict the reaction product. The product is: [CH2:3]([C:2]1[NH:6][C:10](=[O:9])[CH:11]=[CH:12][N:5]=1)[CH3:4]. (5) Given the reactants Br[C:2]1[CH:3]=[N:4][C:5]([N:8]([CH2:12][C:13]2[CH:18]=[CH:17][CH:16]=[CH:15][CH:14]=2)[C:9](=[O:11])[CH3:10])=[N:6][CH:7]=1.[Cl:19][C:20]1[CH:21]=[CH:22][C:23]([OH:29])=[C:24](B(O)O)[CH:25]=1, predict the reaction product. The product is: [Cl:19][C:20]1[CH:25]=[CH:24][C:23]([OH:29])=[C:22]([C:2]2[CH:3]=[N:4][C:5]([N:8]([CH2:12][C:13]3[CH:18]=[CH:17][CH:16]=[CH:15][CH:14]=3)[C:9](=[O:11])[CH3:10])=[N:6][CH:7]=2)[CH:21]=1. (6) The product is: [CH3:9][S:8][C:4]1[N:3]=[C:2]([NH2:10])[CH:7]=[CH:6][N:5]=1. Given the reactants Cl[C:2]1[CH:7]=[CH:6][N:5]=[C:4]([S:8][CH3:9])[N:3]=1.[NH3:10], predict the reaction product. (7) Given the reactants [CH2:1]([N:8]1[C:16]2[C:11](=[CH:12][C:13]([N+:17]([O-:19])=[O:18])=[CH:14][CH:15]=2)[CH:10]=[C:9]1[C:20]([O:22]CC)=[O:21])[C:2]1[CH:7]=[CH:6][CH:5]=[CH:4][CH:3]=1.[OH-].[Na+].O.Cl, predict the reaction product. The product is: [CH2:1]([N:8]1[C:16]2[C:11](=[CH:12][C:13]([N+:17]([O-:19])=[O:18])=[CH:14][CH:15]=2)[CH:10]=[C:9]1[C:20]([OH:22])=[O:21])[C:2]1[CH:3]=[CH:4][CH:5]=[CH:6][CH:7]=1. (8) Given the reactants [N:1]1([C:7]2([C:11]([O:13][CH2:14][CH3:15])=[O:12])[CH2:10][CH2:9]C2)[CH2:6][CH2:5][NH:4][CH2:3][CH2:2]1.C(N(CC)CC)C.[Cl:23][C:24]1[CH:29]=[CH:28][CH:27]=[CH:26][C:25]=1[S:30](Cl)(=[O:32])=[O:31].C([O-])(O)=O.[Na+], predict the reaction product. The product is: [Cl:23][C:24]1[CH:29]=[CH:28][CH:27]=[CH:26][C:25]=1[S:30]([N:4]1[CH2:3][CH2:2][N:1]([C:7]2([C:11]([O:13][CH2:14][CH3:15])=[O:12])[CH2:10][CH2:9]2)[CH2:6][CH2:5]1)(=[O:32])=[O:31]. (9) Given the reactants [N:1]1([C:9]2[N:14]=[CH:13][N:12]=[C:11]([O:15][CH:16]3[CH2:21][CH2:20][N:19]([C:22]([O:24][C:25]([CH3:28])([CH3:27])[CH3:26])=[O:23])[CH2:18][CH2:17]3)[C:10]=2[CH3:29])[C:8]2[N:4]([N:5]=[CH:6][CH:7]=2)[CH2:3][CH2:2]1.Cl.C(N(CC)CC)C.C(=O)(OC1C=CC([N+]([O-])=O)=CC=1)OC1(C)CC1, predict the reaction product. The product is: [N:1]1([C:9]2[N:14]=[CH:13][N:12]=[C:11]([O:15][CH:16]3[CH2:17][CH2:18][N:19]([C:22]([O:24][C:25]4([CH3:26])[CH2:28][CH2:27]4)=[O:23])[CH2:20][CH2:21]3)[C:10]=2[CH3:29])[C:8]2[N:4]([N:5]=[CH:6][CH:7]=2)[CH2:3][CH2:2]1.